This data is from Catalyst prediction with 721,799 reactions and 888 catalyst types from USPTO. The task is: Predict which catalyst facilitates the given reaction. Reactant: CC1(C)[O:6][C@H:5]([CH2:7][C:8]2[CH:9]=[C:10]([F:28])[C:11]([N:14]3[CH2:19][CH2:18][N:17](C(OC(C)(C)C)=O)[C@H:16]([CH3:27])[CH2:15]3)=[N:12][CH:13]=2)[CH2:4][O:3]1.Cl.O1CCOCC1.CO. Product: [F:28][C:10]1[CH:9]=[C:8]([CH2:7][C@@H:5]([OH:6])[CH2:4][OH:3])[CH:13]=[N:12][C:11]=1[N:14]1[CH2:19][CH2:18][NH:17][C@H:16]([CH3:27])[CH2:15]1. The catalyst class is: 363.